Dataset: Reaction yield outcomes from USPTO patents with 853,638 reactions. Task: Predict the reaction yield, written as a fraction of the theoretical maximum amount of product (1.0 means a 100% yield; for example, 0.34 means a 34% yield). (1) The reactants are [CH3:1][C:2]1([C:6]([OH:8])=O)[CH2:5][CH2:4][CH2:3]1.[CH3:9][C@@H:10]1[C:16]2[CH:17]=[C:18]([C:21]([O:23][CH2:24][CH3:25])=[O:22])[CH:19]=[CH:20][C:15]=2[O:14][CH2:13][CH2:12][NH:11]1.CN(C(ON1N=NC2C=CC=NC1=2)=[N+](C)C)C.F[P-](F)(F)(F)(F)F.CCN(C(C)C)C(C)C. The catalyst is CN(C=O)C. The product is [CH3:9][C@@H:10]1[C:16]2[CH:17]=[C:18]([C:21]([O:23][CH2:24][CH3:25])=[O:22])[CH:19]=[CH:20][C:15]=2[O:14][CH2:13][CH2:12][N:11]1[C:6]([C:2]1([CH3:1])[CH2:3][CH2:4][CH2:5]1)=[O:8]. The yield is 0.570. (2) The reactants are C[O:2][C:3](=O)[C:4]1[CH:9]=[CH:8][C:7]([N:10]2[CH:14]=[C:13]([C:15]3[C:16]([C:24]4[CH:29]=[CH:28][C:27]([F:30])=[CH:26][CH:25]=4)=[N:17][O:18][C:19]=3[C:20]([F:23])([F:22])[F:21])[N:12]=[CH:11]2)=[CH:6][CH:5]=1.[NH:32]1[CH2:37][CH2:36][S:35](=[O:39])(=[O:38])[CH2:34][CH2:33]1. No catalyst specified. The product is [O:38]=[S:35]1(=[O:39])[CH2:36][CH2:37][N:32]([C:3]([C:4]2[CH:5]=[CH:6][C:7]([N:10]3[CH:14]=[C:13]([C:15]4[C:16]([C:24]5[CH:29]=[CH:28][C:27]([F:30])=[CH:26][CH:25]=5)=[N:17][O:18][C:19]=4[C:20]([F:21])([F:22])[F:23])[N:12]=[CH:11]3)=[CH:8][CH:9]=2)=[O:2])[CH2:33][CH2:34]1. The yield is 0.770. (3) The reactants are [Br:1][C:2]1[C:3]([CH3:13])=[CH:4][C:5]([C:8]2[N:9]=[N:10][NH:11][N:12]=2)=[N:6][CH:7]=1.[CH3:14][Si](C=[N+]=[N-])(C)C. The catalyst is C1COCC1.O.CCOC(C)=O. The product is [Br:1][C:2]1[C:3]([CH3:13])=[CH:4][C:5]([C:8]2[N:9]=[N:10][N:11]([CH3:14])[N:12]=2)=[N:6][CH:7]=1. The yield is 0.556. (4) The reactants are [NH2:1][C:2]1[CH:7]=[C:6]([O:8][C:9]2[C:14]([F:15])=[CH:13][C:12]([NH:16][C:17]([C:19]3([C:22]([NH:24][C:25]4[CH:30]=[CH:29][C:28]([F:31])=[CH:27][CH:26]=4)=[O:23])[CH2:21][CH2:20]3)=[O:18])=[C:11]([F:32])[CH:10]=2)[N:5]=[CH:4][N:3]=1.C([N:35]([CH2:38]C)CC)C.ClC([O:43][C:44]1[CH:49]=CC=C[CH:45]=1)=O.[O:50]1CCCC1. No catalyst specified. The product is [F:32][C:11]1[CH:10]=[C:9]([O:8][C:6]2[N:5]=[CH:4][N:3]=[C:2]([NH:1][C:38]([N:35]3[CH2:45][CH:44]([OH:43])[CH2:49]3)=[O:50])[CH:7]=2)[C:14]([F:15])=[CH:13][C:12]=1[NH:16][C:17]([C:19]1([C:22]([NH:24][C:25]2[CH:26]=[CH:27][C:28]([F:31])=[CH:29][CH:30]=2)=[O:23])[CH2:20][CH2:21]1)=[O:18]. The yield is 0.470. (5) The reactants are CS(O[CH:6]1[CH2:11][CH2:10][N:9]([C:12]([O:14][C:15]([CH3:18])([CH3:17])[CH3:16])=[O:13])[CH2:8][CH2:7]1)(=O)=O.[CH3:19][CH:20]([S-:22])[CH3:21].[Na+]. The catalyst is CN(C=O)C.CCOC(C)=O. The product is [CH3:19][CH:20]([S:22][CH:6]1[CH2:7][CH2:8][N:9]([C:12]([O:14][C:15]([CH3:16])([CH3:17])[CH3:18])=[O:13])[CH2:10][CH2:11]1)[CH3:21]. The yield is 0.600. (6) The reactants are Br[C:2]1[C:9]([F:10])=[C:8]([F:11])[C:5]([C:6]#[N:7])=[C:4]([F:12])[C:3]=1[F:13].[F:14][C:15]([F:26])([F:25])[C:16]1[CH:21]=[CH:20][C:19](B(O)O)=[CH:18][CH:17]=1.C(=O)([O-])[O-].[Cs+].[Cs+]. The catalyst is C1(C)C=CC=CC=1.C1C=CC([P]([Pd]([P](C2C=CC=CC=2)(C2C=CC=CC=2)C2C=CC=CC=2)([P](C2C=CC=CC=2)(C2C=CC=CC=2)C2C=CC=CC=2)[P](C2C=CC=CC=2)(C2C=CC=CC=2)C2C=CC=CC=2)(C2C=CC=CC=2)C2C=CC=CC=2)=CC=1. The product is [F:13][C:3]1[C:4]([F:12])=[C:5]([C:6]#[N:7])[C:8]([F:11])=[C:9]([F:10])[C:2]=1[C:19]1[CH:20]=[CH:21][C:16]([C:15]([F:26])([F:25])[F:14])=[CH:17][CH:18]=1. The yield is 0.400.